From a dataset of Forward reaction prediction with 1.9M reactions from USPTO patents (1976-2016). Predict the product of the given reaction. (1) Given the reactants [CH3:1][O:2][C:3]1[CH:8]=[CH:7][C:6]([C:9]2[CH:14]=[CH:13][C:12]([S:15]([NH:18][CH:19]3[CH2:23][CH:22]([CH2:24][S:25][C:26]4[N:30]=[CH:29][NH:28][N:27]=4)[O:21][C:20]3=[O:31])(=[O:17])=[O:16])=[CH:11][CH:10]=2)=[CH:5][CH:4]=1.C[O:33]C1C=CC(C2C=CC(S(NC(CC3OC3)C(OC)=O)(=O)=O)=CC=2)=CC=1.CCN(CC)CC, predict the reaction product. The product is: [CH3:1][O:2][C:3]1[CH:8]=[CH:7][C:6]([C:9]2[CH:10]=[CH:11][C:12]([S:15]([NH:18][CH:19]([CH2:23][CH:22]([OH:33])[CH2:24][S:25][C:26]3[N:30]=[CH:29][NH:28][N:27]=3)[C:20]([OH:21])=[O:31])(=[O:16])=[O:17])=[CH:13][CH:14]=2)=[CH:5][CH:4]=1. (2) Given the reactants [CH:1]1[C:14]2[CH:13]([S:15][CH2:16][C@@H:17]([C:19]([OH:21])=[O:20])[NH2:18])[C:12]3[C:7](=[CH:8][CH:9]=[CH:10][CH:11]=3)[O:6][C:5]=2[CH:4]=[CH:3][CH:2]=1.O.C(NCC)C.[C:28](Cl)([C:41]1[CH:46]=[CH:45][CH:44]=[CH:43][CH:42]=1)([C:35]1[CH:40]=[CH:39][CH:38]=[CH:37][CH:36]=1)[C:29]1[CH:34]=[CH:33][CH:32]=[CH:31][CH:30]=1, predict the reaction product. The product is: [C:28]([NH:18][C@H:17]([C:19]([OH:21])=[O:20])[CH2:16][S:15][CH:13]1[C:12]2[CH:11]=[CH:10][CH:9]=[CH:8][C:7]=2[O:6][C:5]2[C:14]1=[CH:1][CH:2]=[CH:3][CH:4]=2)([C:29]1[CH:34]=[CH:33][CH:32]=[CH:31][CH:30]=1)([C:41]1[CH:42]=[CH:43][CH:44]=[CH:45][CH:46]=1)[C:35]1[CH:36]=[CH:37][CH:38]=[CH:39][CH:40]=1. (3) Given the reactants [O:1]1[C:5]2[CH:6]=[CH:7][C:8]([C:10](=O)[CH2:11][CH3:12])=[CH:9][C:4]=2[CH2:3][CH2:2]1.[Cl:14][C:15]1[N:20]=[CH:19][C:18]([C:21]([C:23]2[CH:28]=[CH:27][C:26]([O:29]C3CCCCO3)=[CH:25][CH:24]=2)=O)=[CH:17][CH:16]=1, predict the reaction product. The product is: [Cl:14][C:15]1[N:20]=[CH:19][C:18]([C:21]([C:23]2[CH:24]=[CH:25][C:26]([OH:29])=[CH:27][CH:28]=2)=[C:10]([C:8]2[CH:7]=[CH:6][C:5]3[O:1][CH2:2][CH2:3][C:4]=3[CH:9]=2)[CH2:11][CH3:12])=[CH:17][CH:16]=1. (4) Given the reactants [N:1]12[CH2:8][CH2:7][CH:4]([CH2:5][CH2:6]1)[C@@H:3]([O:9][C:10]([C:12]1([C:19]3[CH:24]=[CH:23][CH:22]=[C:21]([F:25])[CH:20]=3)[CH2:18][CH2:17][CH2:16][CH2:15][CH2:14][CH2:13]1)=[O:11])[CH2:2]2.[Br:26][CH2:27][C:28]([NH:30][C:31]1[CH:36]=[N:35][CH:34]=[CH:33][N:32]=1)=[O:29], predict the reaction product. The product is: [Br-:26].[F:25][C:21]1[CH:20]=[C:19]([C:12]2([C:10]([O:9][C@@H:3]3[CH:4]4[CH2:5][CH2:6][N+:1]([CH2:27][C:28](=[O:29])[NH:30][C:31]5[CH:36]=[N:35][CH:34]=[CH:33][N:32]=5)([CH2:8][CH2:7]4)[CH2:2]3)=[O:11])[CH2:18][CH2:17][CH2:16][CH2:15][CH2:14][CH2:13]2)[CH:24]=[CH:23][CH:22]=1. (5) Given the reactants [CH2:1]([N:3]([CH2:23][CH3:24])[C:4]([C:6]1[CH:19]=[CH:18][C:9]([NH:10][CH2:11][CH2:12][C:13]([O:15][CH2:16]C)=[O:14])=[C:8]([N+:20]([O-])=O)[CH:7]=1)=[O:5])[CH3:2].[CH3:25][CH2:26][O:27][C:28]([CH3:30])=O, predict the reaction product. The product is: [CH2:1]([N:3]([CH2:23][CH3:24])[C:4]([C:6]1[CH:19]=[CH:18][C:9]2[N:10]([CH2:11][CH2:12][C:13]([O:15][CH3:16])=[O:14])[C:18]([CH2:19][C:6]3[CH:7]=[CH:8][C:28]([O:27][CH2:26][CH3:25])=[CH:30][CH:4]=3)=[N:20][C:8]=2[CH:7]=1)=[O:5])[CH3:2]. (6) Given the reactants [S:1]([C:11]1[CH:16]=[CH:15][C:14]([CH3:17])=[CH:13][CH:12]=1)[C@H:2]1[O:8][C@@H:7]([CH2:9][OH:10])[C@@H:5]([OH:6])[C@@H:3]1[OH:4].[C:18](Cl)([C:31]1[CH:36]=[CH:35][CH:34]=[CH:33][CH:32]=1)([C:25]1[CH:30]=[CH:29][CH:28]=[CH:27][CH:26]=1)[C:19]1[CH:24]=[CH:23][CH:22]=[CH:21][CH:20]=1, predict the reaction product. The product is: [C:18]([O:10][CH2:9][C@@H:7]1[O:8][C@H:2]([S:1][C:11]2[CH:16]=[CH:15][C:14]([CH3:17])=[CH:13][CH:12]=2)[C@@H:3]([OH:4])[C@@H:5]1[OH:6])([C:19]1[CH:24]=[CH:23][CH:22]=[CH:21][CH:20]=1)([C:31]1[CH:32]=[CH:33][CH:34]=[CH:35][CH:36]=1)[C:25]1[CH:26]=[CH:27][CH:28]=[CH:29][CH:30]=1. (7) Given the reactants [Cl:1][Ti:2]([Cl:5])(Cl)[Cl:3].[CH3:6][Si:7]1([CH3:18])[CH2:13][CH2:12][CH2:11][C:10]2[CH:14]=[CH:15][CH:16]=[CH:17][C:9]=2[O:8]1.C(Cl)[Cl:20].CCCCCC, predict the reaction product. The product is: [Cl:20][Si:7]([CH3:18])([CH3:6])[CH2:13][CH2:12][CH2:11][C:10]1[CH:14]=[CH:15][CH:16]=[CH:17][C:9]=1[O:8][Ti:2]([Cl:5])([Cl:3])[Cl:1].